This data is from Reaction yield outcomes from USPTO patents with 853,638 reactions. The task is: Predict the reaction yield, written as a fraction of the theoretical maximum amount of product (1.0 means a 100% yield; for example, 0.34 means a 34% yield). (1) The reactants are [OH:1][B:2]1[C:6]2[CH:7]=[CH:8][C:9](/[CH:11]=[N:12]/[OH:13])=[CH:10][C:5]=2[C:4]([CH3:15])([CH3:14])[O:3]1.C1C(=O)N(Cl)C(=O)C1.[Cl:24][C:25]1[CH:30]=[C:29]([C:31]([C:33]([F:36])([F:35])[F:34])=[CH2:32])[CH:28]=[C:27]([Cl:37])[C:26]=1[CH3:38].CCN(CC)CC. The catalyst is CN(C=O)C. The product is [Cl:24][C:25]1[CH:30]=[C:29]([C:31]2([C:33]([F:36])([F:34])[F:35])[O:13][N:12]=[C:11]([C:9]3[CH:8]=[CH:7][C:6]4[B:2]([OH:1])[O:3][C:4]([CH3:15])([CH3:14])[C:5]=4[CH:10]=3)[CH2:32]2)[CH:28]=[C:27]([Cl:37])[C:26]=1[CH3:38]. The yield is 0.218. (2) The reactants are [F:1][C:2]1[CH:20]=[CH:19][C:5]([O:6][C:7]2[CH:8]=[CH:9][C:10]3[N:14]=[C:13]([CH2:15][OH:16])[N:12]([CH3:17])[C:11]=3[CH:18]=2)=[CH:4][C:3]=1[CH3:21].O[C:23]1[CH:24]=[C:25]([CH:30]=[CH:31][CH:32]=1)[C:26]([O:28][CH3:29])=[O:27].C(P(CCCC)CCCC)CCC.N(C(N1CCCCC1)=O)=NC(N1CCCCC1)=O. The catalyst is ClCCl. The product is [F:1][C:2]1[CH:20]=[CH:19][C:5]([O:6][C:7]2[CH:8]=[CH:9][C:10]3[N:14]=[C:13]([CH2:15][O:16][C:23]4[CH:24]=[C:25]([CH:30]=[CH:31][CH:32]=4)[C:26]([O:28][CH3:29])=[O:27])[N:12]([CH3:17])[C:11]=3[CH:18]=2)=[CH:4][C:3]=1[CH3:21]. The yield is 0.800. (3) The reactants are [CH3:1][C:2]([CH:17]1[CH2:22][CH2:21][CH2:20][N:19]([C:23]([O:25][C:26]([CH3:29])([CH3:28])[CH3:27])=[O:24])[CH2:18]1)([S:4]([C:7]1[CH:12]=[CH:11][CH:10]=[C:9]([C:13]([F:16])([F:15])[F:14])[CH:8]=1)(=[O:6])=[O:5])[CH3:3].CC#N.C(Cl)(Cl)(Cl)Cl.[OH2:38]. No catalyst specified. The product is [CH3:3][C:2]([CH:17]1[CH2:18][N:19]([C:23]([O:25][C:26]([CH3:29])([CH3:28])[CH3:27])=[O:24])[C:20](=[O:38])[CH2:21][CH2:22]1)([S:4]([C:7]1[CH:12]=[CH:11][CH:10]=[C:9]([C:13]([F:15])([F:16])[F:14])[CH:8]=1)(=[O:5])=[O:6])[CH3:1]. The yield is 0.450. (4) The reactants are [Mg].Br[C:3]1[CH:4]=[C:5]([O:9][CH3:10])[CH:6]=[CH:7][CH:8]=1.II.[CH3:13][N:14]([CH3:22])[CH2:15][C@H:16]([CH3:21])[C:17](=[O:20])[CH2:18][CH3:19]. The catalyst is O1CCCC1. The product is [CH3:13][N:14]([CH3:22])[CH2:15][C@H:16]([CH3:21])[C@:17]([C:3]1[CH:8]=[CH:7][CH:6]=[C:5]([O:9][CH3:10])[CH:4]=1)([OH:20])[CH2:18][CH3:19]. The yield is 0.798. (5) The reactants are [NH:1]([C:3]1[N:8]=[CH:7][N:6]=[C:5]([OH:9])[CH:4]=1)[NH2:2].N(C1NC=NC(=O)C=1)N.[C:19]1(=O)[CH2:24][CH2:23][CH2:22][CH2:21][CH2:20]1. The catalyst is C(O)C. The product is [C:19]1(=[N:2][NH:1][C:3]2[N:8]=[CH:7][N:6]=[C:5]([OH:9])[CH:4]=2)[CH2:24][CH2:23][CH2:22][CH2:21][CH2:20]1. The yield is 0.860. (6) The reactants are [F:1][C:2]([F:25])([F:24])[C:3]1[CH:8]=[CH:7][C:6]([S:9][C:10]2[N:11]([CH2:20][CH2:21][CH2:22][CH3:23])[C:12]3[C:17]([N:18]=2)=[C:16](N)[N:15]=[CH:14][N:13]=3)=[CH:5][CH:4]=1.N([O-])=[O:27].[Na+]. The catalyst is C(O)(=O)C.O. The product is [F:1][C:2]([F:25])([F:24])[C:3]1[CH:8]=[CH:7][C:6]([S:9][C:10]2[N:11]([CH2:20][CH2:21][CH2:22][CH3:23])[C:12]3[N:13]=[CH:14][NH:15][C:16](=[O:27])[C:17]=3[N:18]=2)=[CH:5][CH:4]=1. The yield is 0.530.